From a dataset of Full USPTO retrosynthesis dataset with 1.9M reactions from patents (1976-2016). Predict the reactants needed to synthesize the given product. (1) The reactants are: [CH2:1]([N:3]([CH2:35][CH3:36])[CH2:4]/[CH:5]=[CH:6]\C1C=C(F)C=CC=1S(NC1C(C(OC)=O)=C2C(C3C=COC=3CO2)=CC=1)(=O)=O)[CH3:2].Br[C:38]1[CH:43]=[C:42]([F:44])[CH:41]=[CH:40][C:39]=1[S:45]([N:48]([C:53]1[C:62]([C:63]([O:65][CH3:66])=[O:64])=[C:61]2[C:56]([C:57]3[CH2:69][CH2:68][O:67][C:58]=3[CH:59]=[N:60]2)=[CH:55][CH:54]=1)[C:49]([O:51][CH3:52])=[O:50])(=[O:47])=[O:46].C(N(CC)C/C=C\[Sn](CCCC)(CCCC)CCCC)C. Given the product [CH2:1]([N:3]([CH2:35][CH3:36])[CH2:4]/[CH:5]=[CH:6]\[C:38]1[CH:43]=[C:42]([F:44])[CH:41]=[CH:40][C:39]=1[S:45]([N:48]([C:53]1[C:62]([C:63]([O:65][CH3:66])=[O:64])=[C:61]2[C:56]([C:57]3[CH2:69][CH2:68][O:67][C:58]=3[CH:59]=[N:60]2)=[CH:55][CH:54]=1)[C:49]([O:51][CH3:52])=[O:50])(=[O:47])=[O:46])[CH3:2], predict the reactants needed to synthesize it. (2) Given the product [Cl:1][C:2]1[CH:7]=[C:6]([O:8][CH3:9])[CH:5]=[CH:4][C:3]=1[C:10]1[CH:15]=[CH:14][N:13]=[C:12]([NH:16][CH:17]([CH:20]2[CH2:21][CH2:22]2)[CH2:18][CH3:19])[C:11]=1[NH2:23], predict the reactants needed to synthesize it. The reactants are: [Cl:1][C:2]1[CH:7]=[C:6]([O:8][CH3:9])[CH:5]=[CH:4][C:3]=1[C:10]1[CH:15]=[CH:14][N:13]=[C:12]([NH:16][CH:17]([CH:20]2[CH2:22][CH2:21]2)[CH2:18][CH3:19])[C:11]=1[N+:23]([O-])=O.[O-]S(S([O-])=O)=O.[Na+].[Na+]. (3) Given the product [OH:1][C:2]1[C:7]([NH:8][C:16]([CH:11]2[CH2:15][CH2:14][CH2:13][CH2:12]2)=[O:17])=[CH:6][CH:5]=[CH:4][N:3]=1, predict the reactants needed to synthesize it. The reactants are: [OH:1][C:2]1[C:7]([N+:8]([O-])=O)=[CH:6][CH:5]=[CH:4][N:3]=1.[CH:11]1([C:16](Cl)=[O:17])[CH2:15][CH2:14][CH2:13][CH2:12]1.CN1CCOCC1. (4) Given the product [CH3:1][O:2][C:3](=[O:25])[CH2:4][C:5]1[CH:6]=[C:7]([C:13]2[CH:18]=[CH:17][C:16]([C:19]([F:22])([F:21])[F:20])=[CH:15][C:14]=2[CH2:23][NH:30][CH:26]2[CH2:29][CH2:28][CH2:27]2)[C:8]([O:11][CH3:12])=[CH:9][CH:10]=1, predict the reactants needed to synthesize it. The reactants are: [CH3:1][O:2][C:3](=[O:25])[CH2:4][C:5]1[CH:6]=[C:7]([C:13]2[CH:18]=[CH:17][C:16]([C:19]([F:22])([F:21])[F:20])=[CH:15][C:14]=2[CH:23]=O)[C:8]([O:11][CH3:12])=[CH:9][CH:10]=1.[CH:26]1([NH2:30])[CH2:29][CH2:28][CH2:27]1. (5) Given the product [NH2:20][C:19]1[C:10]([Cl:9])=[N:11][C:12]2[C:17]([C:18]=1[NH:23][CH2:24][CH2:25][NH:26][C:27](=[O:33])[O:28][C:29]([CH3:30])([CH3:31])[CH3:32])=[CH:16][CH:15]=[CH:14][CH:13]=2, predict the reactants needed to synthesize it. The reactants are: [O-]S(S([O-])=O)=O.[Na+].[Na+].[Cl:9][C:10]1[C:19]([N+:20]([O-])=O)=[C:18]([NH:23][CH2:24][CH2:25][NH:26][C:27](=[O:33])[O:28][C:29]([CH3:32])([CH3:31])[CH3:30])[C:17]2[C:12](=[CH:13][CH:14]=[CH:15][CH:16]=2)[N:11]=1. (6) Given the product [O:16]=[C:14]1[NH:13][C:9]2=[N:10][CH:11]=[CH:12][C:7]([O:6][C:5]3[CH:17]=[CH:18][C:2]([NH:1][C:26]([NH:25][C:19]4[CH:24]=[CH:23][CH:22]=[CH:21][CH:20]=4)=[O:27])=[CH:3][CH:4]=3)=[C:8]2[NH:15]1, predict the reactants needed to synthesize it. The reactants are: [NH2:1][C:2]1[CH:18]=[CH:17][C:5]([O:6][C:7]2[CH:12]=[CH:11][N:10]=[C:9]3[NH:13][C:14](=[O:16])[NH:15][C:8]=23)=[CH:4][CH:3]=1.[C:19]1([N:25]=[C:26]=[O:27])[CH:24]=[CH:23][CH:22]=[CH:21][CH:20]=1.C(Cl)Cl. (7) Given the product [ClH:23].[NH:1]([C:2]1[CH:3]=[CH:4][C:5]([CH2:8][C:9]([OH:11])=[O:10])=[CH:6][CH:7]=1)[NH2:18], predict the reactants needed to synthesize it. The reactants are: [NH2:1][C:2]1[CH:7]=[CH:6][C:5]([CH2:8][C:9]([OH:11])=[O:10])=[CH:4][CH:3]=1.C(=O)([O-])[O-].[Na+].[Na+].[N:18]([O-])=O.[Na+].[Sn](Cl)[Cl:23].